Task: Predict which catalyst facilitates the given reaction.. Dataset: Catalyst prediction with 721,799 reactions and 888 catalyst types from USPTO (1) Reactant: [Br:1][CH2:2][CH2:3][OH:4].C(Cl)Cl.[C:8]([Si:12](Cl)([CH3:14])[CH3:13])([CH3:11])([CH3:10])[CH3:9]. Product: [Br:1][CH2:2][CH2:3][O:4][Si:12]([C:8]([CH3:11])([CH3:10])[CH3:9])([CH3:14])[CH3:13]. The catalyst class is: 413. (2) Reactant: [CH2:1]([NH2:4])[CH2:2][CH3:3].I[CH2:6][CH2:7][CH2:8][O:9][C:10]1[CH:15]=[CH:14][C:13]([C:16]2[CH:21]=[CH:20][C:19]([C:22]([O:24][CH2:25][CH3:26])=[O:23])=[CH:18][CH:17]=2)=[CH:12][C:11]=1[C:27]1[CH:36]=[CH:35][C:34]2[C:33]([CH3:38])([CH3:37])[CH2:32][CH2:31][C:30]([CH3:40])([CH3:39])[C:29]=2[CH:28]=1. Product: [CH2:1]([NH:4][CH2:6][CH2:7][CH2:8][O:9][C:10]1[CH:15]=[CH:14][C:13]([C:16]2[CH:17]=[CH:18][C:19]([C:22]([O:24][CH2:25][CH3:26])=[O:23])=[CH:20][CH:21]=2)=[CH:12][C:11]=1[C:27]1[CH:36]=[CH:35][C:34]2[C:33]([CH3:38])([CH3:37])[CH2:32][CH2:31][C:30]([CH3:40])([CH3:39])[C:29]=2[CH:28]=1)[CH2:2][CH3:3]. The catalyst class is: 8. (3) Reactant: Cl[C:2]1[N:3]=[N:4][C:5]([N:10]2[CH2:15][CH2:14][NH:13][C@H:12]([CH3:16])[CH2:11]2)=[C:6]([CH3:9])[C:7]=1[CH3:8].[Br-].[CH2:18]([Zn+])[C:19]1[CH:24]=[CH:23][CH:22]=[CH:21][CH:20]=1. Product: [CH2:18]([C:2]1[N:3]=[N:4][C:5]([N:10]2[CH2:15][CH2:14][NH:13][C@H:12]([CH3:16])[CH2:11]2)=[C:6]([CH3:9])[C:7]=1[CH3:8])[C:19]1[CH:24]=[CH:23][CH:22]=[CH:21][CH:20]=1. The catalyst class is: 73. (4) Reactant: Br[CH2:2][CH2:3][CH2:4][CH2:5][CH2:6][CH2:7][CH2:8][CH2:9][C:10]([OH:12])=[O:11].[N-:13]=[N+:14]=[N-:15].[Na+]. Product: [N:13]([CH2:2][CH2:3][CH2:4][CH2:5][CH2:6][CH2:7][CH2:8][CH2:9][C:10]([OH:12])=[O:11])=[N+:14]=[N-:15]. The catalyst class is: 4. (5) Reactant: [CH:1](=[O:10])[C:2]1[CH:7]=[CH:6][C:5]([O:8][CH3:9])=[CH:4][CH:3]=1.[CH:11]([Mg]Br)=[CH2:12]. Product: [CH3:9][O:8][C:5]1[CH:6]=[CH:7][C:2]([CH:1]([OH:10])[CH:11]=[CH2:12])=[CH:3][CH:4]=1. The catalyst class is: 7.